Dataset: Full USPTO retrosynthesis dataset with 1.9M reactions from patents (1976-2016). Task: Predict the reactants needed to synthesize the given product. (1) Given the product [N:6]1([CH2:24][CH:25]([C:27]2[CH:28]=[CH:29][C:30]([N+:33]([O-:35])=[O:34])=[CH:31][CH:32]=2)[OH:26])[CH2:11][CH2:10][N:9]([CH2:12][CH:13]([C:15]2[CH:16]=[CH:17][C:18]([N+:21]([O-:23])=[O:22])=[CH:19][CH:20]=2)[OH:14])[CH2:8][CH2:7]1, predict the reactants needed to synthesize it. The reactants are: [BH4-].[Na+].C(O)C.[N:6]1([CH2:24][C:25]([C:27]2[CH:32]=[CH:31][C:30]([N+:33]([O-:35])=[O:34])=[CH:29][CH:28]=2)=[O:26])[CH2:11][CH2:10][N:9]([CH2:12][C:13]([C:15]2[CH:20]=[CH:19][C:18]([N+:21]([O-:23])=[O:22])=[CH:17][CH:16]=2)=[O:14])[CH2:8][CH2:7]1. (2) Given the product [Cl:12][C:6]1[CH:5]=[CH:4][C:3]([CH2:2][N:15]([CH2:16][CH3:17])[CH2:13][CH3:14])=[CH:11][C:7]=1[C:8]([O:10][CH3:18])=[O:9], predict the reactants needed to synthesize it. The reactants are: Br[CH2:2][C:3]1[CH:4]=[CH:5][C:6]([Cl:12])=[C:7]([CH:11]=1)[C:8]([O-:10])=[O:9].[CH2:13]([NH:15][CH2:16][CH3:17])[CH3:14].[C:18](=O)([O-])[O-].[K+].[K+]. (3) Given the product [Cl:1][C:2]1[CH:7]=[CH:6][CH:5]=[C:4]([I:8])[C:3]=1[CH2:21][C:22]([OH:17])=[O:12], predict the reactants needed to synthesize it. The reactants are: [Cl:1][C:2]1[CH:7]=[CH:6][CH:5]=[C:4]([I:8])[C:3]=1CC#N.[OH:12]S(O)(=O)=O.[O:17]1[CH2:22][CH2:21]OCC1. (4) Given the product [ClH:10].[C:1]([N:4]1[CH2:9][CH2:8][N:7]([CH2:11][C:12]([C:14]2[CH:19]=[CH:18][C:17]([F:20])=[CH:16][CH:15]=2)=[O:13])[CH2:6][CH2:5]1)(=[O:3])[CH3:2], predict the reactants needed to synthesize it. The reactants are: [C:1]([N:4]1[CH2:9][CH2:8][NH:7][CH2:6][CH2:5]1)(=[O:3])[CH3:2].[Cl:10][CH2:11][C:12]([C:14]1[CH:19]=[CH:18][C:17]([F:20])=[CH:16][CH:15]=1)=[O:13].C(=O)([O-])O.[K+].